From a dataset of Full USPTO retrosynthesis dataset with 1.9M reactions from patents (1976-2016). Predict the reactants needed to synthesize the given product. (1) Given the product [OH:12][CH2:11][C:10]1[C:9]([CH3:8])=[CH:17][CH:16]=[CH:15][C:14]=1[N+:18]([O-:20])=[O:19], predict the reactants needed to synthesize it. The reactants are: [BH4-].[Na+].O1CCCC1.[CH3:8][C:9]1[CH:17]=[CH:16][CH:15]=[C:14]([N+:18]([O-:20])=[O:19])[C:10]=1[C:11](O)=[O:12].CS(O)(=O)=O. (2) Given the product [CH2:31]([N:28]([CH2:27][C:23]1[CH:22]=[C:21]([CH:26]=[CH:25][CH:24]=1)[C:20]([NH:19][C:7]1[S:8][C:9]([CH2:12][N:13]2[CH2:18][CH2:17][CH2:16][CH2:15][CH2:14]2)=[C:10]([CH3:11])[C:6]=1[C:4]([NH:35][NH2:36])=[O:3])=[O:33])[CH2:29][CH3:30])[CH3:32], predict the reactants needed to synthesize it. The reactants are: C([O:3][C:4]([C:6]1[C:10]([CH3:11])=[C:9]([CH2:12][N:13]2[CH2:18][CH2:17][CH2:16][CH2:15][CH2:14]2)[S:8][C:7]=1[NH:19][C:20](=[O:33])[C:21]1[CH:26]=[CH:25][CH:24]=[C:23]([CH2:27][N:28]([CH2:31][CH3:32])[CH2:29][CH3:30])[CH:22]=1)=O)C.O.[NH2:35][NH2:36].